Task: Predict the product of the given reaction.. Dataset: Forward reaction prediction with 1.9M reactions from USPTO patents (1976-2016) (1) Given the reactants [Cl:1]C1C=NN=NC=1.Cl[C:9]1[CH:10]=[C:11]([C:15]2[N:20]=[C:19]([O:21][CH2:22][CH3:23])[N:18]=[C:17]([NH:24][C:25]3[CH:30]=[CH:29][CH:28]=[C:27]([C:31]([F:34])([F:33])[F:32])[CH:26]=3)[N:16]=2)[CH:12]=[CH:13][CH:14]=1.C1(P(C2C=CC=CC=2)C2C=CC=CC=2)C=CC=CC=1.C([O-])([O-])=O.[Na+].[Na+], predict the reaction product. The product is: [Cl:1][C:14]1[CH:9]=[CH:10][C:11]([C:15]2[N:20]=[C:19]([O:21][CH2:22][CH3:23])[N:18]=[C:17]([NH:24][C:25]3[CH:30]=[CH:29][CH:28]=[C:27]([C:31]([F:33])([F:34])[F:32])[CH:26]=3)[N:16]=2)=[CH:12][CH:13]=1. (2) Given the reactants [N+:1]([C:4]1[S:8][C:7]([CH:9]=O)=[CH:6][CH:5]=1)([O-:3])=[O:2].C(O)(C(F)(F)F)=O.[CH2:18]([O:20][C:21]([C:23]1[C:27]([C:28]([O:30][CH2:31][CH3:32])=[O:29])=[C:26]([NH2:33])[S:25][C:24]=1[NH2:34])=[O:22])[CH3:19], predict the reaction product. The product is: [CH2:18]([O:20][C:21]([C:23]1[C:27]([C:28]([O:30][CH2:31][CH3:32])=[O:29])=[C:26]([N:33]=[CH:9][C:7]2[S:8][C:4]([N+:1]([O-:3])=[O:2])=[CH:5][CH:6]=2)[S:25][C:24]=1[NH2:34])=[O:22])[CH3:19]. (3) Given the reactants [C:1]([O:5][C:6]([CH3:9])([CH3:8])[CH3:7])(=[O:4])[CH:2]=[CH2:3].Br[C:11]1[CH:16]=[CH:15][C:14]([C:17]2[CH:26]=[C:25]3[C:20]([C:21]([CH3:31])([CH3:30])[CH2:22][C:23](=[O:29])[N:24]3[CH2:27][CH3:28])=[CH:19][C:18]=2[CH3:32])=[C:13]([O:33][C:34]([F:37])([F:36])[F:35])[CH:12]=1.C1(N(C2CCCCC2)C)CCCCC1.O, predict the reaction product. The product is: [C:6]([O:5][C:1](=[O:4])[CH:2]=[CH:3][C:11]1[CH:16]=[CH:15][C:14]([C:17]2[CH:26]=[C:25]3[C:20]([C:21]([CH3:31])([CH3:30])[CH2:22][C:23](=[O:29])[N:24]3[CH2:27][CH3:28])=[CH:19][C:18]=2[CH3:32])=[C:13]([O:33][C:34]([F:35])([F:36])[F:37])[CH:12]=1)([CH3:9])([CH3:8])[CH3:7].